Dataset: Full USPTO retrosynthesis dataset with 1.9M reactions from patents (1976-2016). Task: Predict the reactants needed to synthesize the given product. (1) Given the product [CH3:13][O:14][CH:15]([O:18][CH3:19])[CH2:16][NH:17][C:8]([C:6]1[NH:5][N:4]=[C:3]([C:2]([F:1])([F:12])[F:11])[CH:7]=1)=[O:10], predict the reactants needed to synthesize it. The reactants are: [F:1][C:2]([F:12])([F:11])[C:3]1[CH:7]=[C:6]([C:8]([OH:10])=O)[NH:5][N:4]=1.[CH3:13][O:14][CH:15]([O:18][CH3:19])[CH2:16][NH2:17].Cl.CN(C)CCCN=C=NCC.ON1C2C=CC=CC=2N=N1.C(N(CC)C(C)C)(C)C. (2) Given the product [CH2:3]([C:2]1[NH:16][CH2:17][CH2:18][N:19]=1)[CH2:4][CH2:5][CH2:6][CH2:7][CH2:8][CH2:9][CH2:10][CH2:11][CH2:12][CH3:13], predict the reactants needed to synthesize it. The reactants are: O.[C:2](O)(=O)[CH2:3][CH2:4][CH2:5][CH2:6][CH2:7][CH2:8][CH2:9][CH2:10][CH2:11][CH2:12][CH3:13].[NH2:16][CH2:17][CH2:18][NH2:19]. (3) Given the product [CH:12]1([CH2:11][N:7]2[C:6]3[CH:5]=[CH:4][C:3]([C:15]4[CH:29]=[CH:28][C:18]([CH2:19][N:20]5[CH2:24][C:23](=[O:25])[N:22]([CH3:26])[C:21]5=[O:27])=[CH:17][CH:16]=4)=[CH:2][C:10]=3[N:9]=[N:8]2)[CH2:14][CH2:13]1, predict the reactants needed to synthesize it. The reactants are: Br[C:2]1[C:10]2[N:9]=[N:8][N:7]([CH2:11][CH:12]3[CH2:14][CH2:13]3)[C:6]=2[CH:5]=[CH:4][C:3]=1[C:15]1[CH:29]=[CH:28][C:18]([CH2:19][N:20]2[CH2:24][C:23](=[O:25])[N:22]([CH3:26])[C:21]2=[O:27])=[CH:17][CH:16]=1. (4) Given the product [CH3:13][O:12][C:9]1[CH:10]=[C:11]2[C:6](=[CH:7][C:8]=1[O:14][CH3:15])[N:5]=[CH:4][N:3]=[C:2]2[NH:16][C:17]1[S:18][C:19]2[CH:25]=[C:24]([NH:26][C:27](=[O:39])[C:28]3[CH:29]=[CH:30][C:31]([O:34][C:35]([F:38])([F:36])[F:37])=[CH:32][CH:33]=3)[CH:23]=[CH:22][C:20]=2[N:21]=1, predict the reactants needed to synthesize it. The reactants are: Cl[C:2]1[C:11]2[C:6](=[CH:7][C:8]([O:14][CH3:15])=[C:9]([O:12][CH3:13])[CH:10]=2)[N:5]=[CH:4][N:3]=1.[NH2:16][C:17]1[S:18][C:19]2[CH:25]=[C:24]([NH:26][C:27](=[O:39])[C:28]3[CH:33]=[CH:32][C:31]([O:34][C:35]([F:38])([F:37])[F:36])=[CH:30][CH:29]=3)[CH:23]=[CH:22][C:20]=2[N:21]=1.O1CCOCC1. (5) Given the product [I:1][C:2]1[CH:7]=[CH:6][C:5]([NH:8][N:9]=[CH:19][C:18]2[CH:21]=[CH:22][CH:23]=[CH:24][C:17]=2[N:14]2[CH2:13][CH2:12][N:11]([CH3:10])[CH2:16][CH2:15]2)=[CH:4][CH:3]=1, predict the reactants needed to synthesize it. The reactants are: [I:1][C:2]1[CH:7]=[CH:6][C:5]([NH:8][NH2:9])=[CH:4][CH:3]=1.[CH3:10][N:11]1[CH2:16][CH2:15][N:14]([C:17]2[CH:24]=[CH:23][CH:22]=[CH:21][C:18]=2[CH:19]=O)[CH2:13][CH2:12]1. (6) Given the product [O:9]([C:6]1[CH:7]=[CH:8][C:3](=[O:1])[NH:4][N:5]=1)[C:10]1[CH:15]=[CH:14][CH:13]=[CH:12][CH:11]=1, predict the reactants needed to synthesize it. The reactants are: [OH2:1].Cl[C:3]1[N:4]=[N:5][C:6]([O:9][C:10]2[CH:15]=[CH:14][CH:13]=[CH:12][CH:11]=2)=[CH:7][CH:8]=1.[OH-].[Na+]. (7) The reactants are: [CH2:1]([O:5][CH2:6][CH2:7][O:8][C:9]1[CH:14]=[CH:13][C:12]([C:15]2[CH:20]=[CH:19][C:18]([N:21]([CH2:25][CH:26]([CH3:28])[CH3:27])[CH2:22][CH2:23][CH3:24])=[C:17](/[CH:29]=[CH:30]/[C:31]([O:33]CC)=[O:32])[CH:16]=2)=[CH:11][CH:10]=1)[CH2:2][CH2:3][CH3:4].[OH-].[Na+].Cl. Given the product [CH2:1]([O:5][CH2:6][CH2:7][O:8][C:9]1[CH:14]=[CH:13][C:12]([C:15]2[CH:20]=[CH:19][C:18]([N:21]([CH2:25][CH:26]([CH3:27])[CH3:28])[CH2:22][CH2:23][CH3:24])=[C:17](/[CH:29]=[CH:30]/[C:31]([OH:33])=[O:32])[CH:16]=2)=[CH:11][CH:10]=1)[CH2:2][CH2:3][CH3:4], predict the reactants needed to synthesize it. (8) Given the product [ClH:36].[NH2:27][C@H:16]([CH2:17][C:18]1[CH:23]=[C:22]([F:24])[C:21]([F:25])=[CH:20][C:19]=1[F:26])[CH2:15][C:14]([N:8]1[CH2:9][CH2:10][NH:11][C:12](=[O:13])[C@H:7]1[CH2:6][O:5][C:1]([CH3:2])([CH3:3])[CH3:4])=[O:35], predict the reactants needed to synthesize it. The reactants are: [C:1]([O:5][CH2:6][C@@H:7]1[C:12](=[O:13])[NH:11][CH2:10][CH2:9][N:8]1[C:14](=[O:35])[CH2:15][C@H:16]([NH:27]C(=O)OC(C)(C)C)[CH2:17][C:18]1[CH:23]=[C:22]([F:24])[C:21]([F:25])=[CH:20][C:19]=1[F:26])([CH3:4])([CH3:3])[CH3:2].[ClH:36].C(OCC)C. (9) Given the product [CH3:30][N:28]([CH3:29])[C:26](=[O:27])[C:25]1[CH:31]=[CH:32][CH:33]=[C:23]([CH2:22][O:1][C:2]2[CH:7]=[CH:6][C:5]([C:8]([N:10]3[CH2:14][CH2:13][CH2:12][C@H:11]3[CH2:15][N:16]3[CH2:17][CH2:18][CH2:19][CH2:20]3)=[O:9])=[CH:4][CH:3]=2)[CH:24]=1, predict the reactants needed to synthesize it. The reactants are: [OH:1][C:2]1[CH:7]=[CH:6][C:5]([C:8]([N:10]2[CH2:14][CH2:13][CH2:12][C@H:11]2[CH2:15][N:16]2[CH2:20][CH2:19][CH2:18][CH2:17]2)=[O:9])=[CH:4][CH:3]=1.Cl[CH2:22][C:23]1[CH:24]=[C:25]([CH:31]=[CH:32][CH:33]=1)[C:26]([N:28]([CH3:30])[CH3:29])=[O:27]. (10) The reactants are: BrC1C=CC=CC=1C(Cl)=O.[CH3:11][O:12][C:13]1[CH:14]=[C:15]2[C:20](=[CH:21][C:22]=1[O:23][CH3:24])[N:19]=[CH:18][CH:17]=[C:16]2[O:25][C:26]1[CH:32]=[CH:31][C:29]([NH2:30])=[CH:28][CH:27]=1.[Br:33][C:34]1[CH:39]=[CH:38][CH:37]=[CH:36][C:35]=1[C:40]([N:42]=[C:43]=[S:44])=[O:41]. Given the product [Br:33][C:34]1[CH:39]=[CH:38][CH:37]=[CH:36][C:35]=1[C:40]([N:42]=[C:43]=[S:44])=[O:41].[Br:33][C:34]1[CH:39]=[CH:38][CH:37]=[CH:36][C:35]=1[C:40]([NH:42][C:43]([NH:30][C:29]1[CH:31]=[CH:32][C:26]([O:25][C:16]2[C:15]3[C:20](=[CH:21][C:22]([O:23][CH3:24])=[C:13]([O:12][CH3:11])[CH:14]=3)[N:19]=[CH:18][CH:17]=2)=[CH:27][CH:28]=1)=[S:44])=[O:41], predict the reactants needed to synthesize it.